From a dataset of Full USPTO retrosynthesis dataset with 1.9M reactions from patents (1976-2016). Predict the reactants needed to synthesize the given product. (1) Given the product [I:24][C:25]1[CH:26]=[C:27]([CH:31]=[CH:32][CH:33]=1)[C:28]([NH:1][CH2:2][C@H:3]1[N:8]([C:9]([C:11]2[N:12]=[C:13]([CH3:23])[S:14][C:15]=2[C:16]2[CH:17]=[C:18]([CH3:22])[CH:19]=[CH:20][CH:21]=2)=[O:10])[CH2:7][C@H:6]2[C@@H:4]1[CH2:5]2)=[O:29], predict the reactants needed to synthesize it. The reactants are: [NH2:1][CH2:2][C@H:3]1[N:8]([C:9]([C:11]2[N:12]=[C:13]([CH3:23])[S:14][C:15]=2[C:16]2[CH:17]=[C:18]([CH3:22])[CH:19]=[CH:20][CH:21]=2)=[O:10])[CH2:7][C@H:6]2[C@@H:4]1[CH2:5]2.[I:24][C:25]1[CH:26]=[C:27]([CH:31]=[CH:32][CH:33]=1)[C:28](O)=[O:29]. (2) Given the product [NH2:8][C:5]1[CH:6]=[CH:7][C:2]([CH3:1])=[C:3]([NH:11][C:12](=[O:20])[CH2:13][N:14]2[CH2:15][CH2:16][O:17][CH2:18][CH2:19]2)[CH:4]=1, predict the reactants needed to synthesize it. The reactants are: [CH3:1][C:2]1[CH:7]=[CH:6][C:5]([N+:8]([O-])=O)=[CH:4][C:3]=1[NH:11][C:12](=[O:20])[CH2:13][N:14]1[CH2:19][CH2:18][O:17][CH2:16][CH2:15]1. (3) Given the product [CH2:14]([O:16][C:17](=[O:21])[CH2:18][N:19]([CH2:11][CH2:10][CH2:9][NH:8][C:6]([O:5][C:1]([CH3:4])([CH3:3])[CH3:2])=[O:7])[CH3:20])[CH3:15], predict the reactants needed to synthesize it. The reactants are: [C:1]([O:5][C:6]([NH:8][CH2:9][CH2:10][CH2:11]Br)=[O:7])([CH3:4])([CH3:3])[CH3:2].Cl.[CH2:14]([O:16][C:17](=[O:21])[CH2:18][NH:19][CH3:20])[CH3:15]. (4) Given the product [Cl:1][C:2]1[N:3]([C:15]2[CH:16]=[CH:17][CH:18]=[CH:19][CH:20]=2)[C:4]2[C:9]([C:10]=1[C:11]([OH:22])=[O:12])=[CH:8][CH:7]=[C:6]([O:13][CH3:14])[CH:5]=2, predict the reactants needed to synthesize it. The reactants are: [Cl:1][C:2]1[N:3]([C:15]2[CH:20]=[CH:19][CH:18]=[CH:17][CH:16]=2)[C:4]2[C:9]([C:10]=1[CH:11]=[O:12])=[CH:8][CH:7]=[C:6]([O:13][CH3:14])[CH:5]=2.Cl([O-])=[O:22].[Na+].P([O-])(O)(O)=O.[Na+]. (5) Given the product [S:18]1[CH:19]=[CH:20][C:16]2[CH:15]=[CH:14][CH:13]=[C:12]([C:11]3[CH:10]=[CH:9][N:8]=[CH:7][C:6]=3[CH:4]([NH2:1])[CH3:5])[C:17]1=2, predict the reactants needed to synthesize it. The reactants are: [N:1]([CH:4]([C:6]1[CH:7]=[N:8][CH:9]=[CH:10][C:11]=1[C:12]1[C:17]2[S:18][CH:19]=[CH:20][C:16]=2[CH:15]=[CH:14][CH:13]=1)[CH3:5])=[N+]=[N-].C(O)=O.NN.